Dataset: Full USPTO retrosynthesis dataset with 1.9M reactions from patents (1976-2016). Task: Predict the reactants needed to synthesize the given product. Given the product [O:1]([N:2]1[C:10](=[O:11])[C:9]2[C:4](=[CH:5][CH:6]=[CH:7][CH:8]=2)[C:3]1=[O:12])[C:13]1[CH:18]=[CH:17][CH:16]=[CH:15][CH:14]=1, predict the reactants needed to synthesize it. The reactants are: [OH:1][N:2]1[C:10](=[O:11])[C:9]2[C:4](=[CH:5][CH:6]=[CH:7][CH:8]=2)[C:3]1=[O:12].[C:13]1(B(O)O)[CH:18]=[CH:17][CH:16]=[CH:15][CH:14]=1.N1C=CC=CC=1.